Dataset: Catalyst prediction with 721,799 reactions and 888 catalyst types from USPTO. Task: Predict which catalyst facilitates the given reaction. (1) Reactant: [CH2:1]([O:3][C:4]([C:6]1[CH:11]=[C:10]([O:12][CH2:13][CH2:14]Br)[CH:9]=[C:8]([C:16]2[CH:21]=[CH:20][CH:19]=[CH:18][CH:17]=2)[N:7]=1)=[O:5])[CH3:2].[NH:22]1[CH2:27][CH2:26][O:25][CH2:24][CH2:23]1. Product: [CH2:1]([O:3][C:4]([C:6]1[CH:11]=[C:10]([O:12][CH2:13][CH2:14][N:22]2[CH2:27][CH2:26][O:25][CH2:24][CH2:23]2)[CH:9]=[C:8]([C:16]2[CH:21]=[CH:20][CH:19]=[CH:18][CH:17]=2)[N:7]=1)=[O:5])[CH3:2]. The catalyst class is: 10. (2) Reactant: [CH2:1]([O:4][C:5]1[CH:10]=[CH:9][C:8]([C@@H:11]([N:13]2[CH2:18][C@@H:17]3[CH2:19][C@H:14]2[CH2:15][N:16]3C(OC(C)(C)C)=O)[CH3:12])=[C:7]([CH3:27])[C:6]=1[CH3:28])[CH:2]=[CH2:3].Cl. Product: [CH2:1]([O:4][C:5]1[CH:10]=[CH:9][C:8]([C@@H:11]([N:13]2[CH2:18][C@@H:17]3[CH2:19][C@H:14]2[CH2:15][NH:16]3)[CH3:12])=[C:7]([CH3:27])[C:6]=1[CH3:28])[CH:2]=[CH2:3]. The catalyst class is: 817. (3) Reactant: [CH:1]1([N:6]([CH2:29][CH2:30][C:31]([O:33][CH2:34][CH3:35])=[O:32])[C:7]([C:9]2[CH:28]=[CH:27][C:12]3[N:13]([CH3:26])[C:14]([CH2:16][NH:17][C:18]4[CH:23]=[CH:22][C:21]([C:24]#[N:25])=[CH:20][CH:19]=4)=[N:15][C:11]=3[CH:10]=2)=[O:8])[CH2:5][CH2:4][CH2:3][CH2:2]1.[ClH:36].C(=O)([O-])[O-].[NH4+:41].[NH4+]. Product: [ClH:36].[CH:1]1([N:6]([CH2:29][CH2:30][C:31]([O:33][CH2:34][CH3:35])=[O:32])[C:7]([C:9]2[CH:28]=[CH:27][C:12]3[N:13]([CH3:26])[C:14]([CH2:16][NH:17][C:18]4[CH:23]=[CH:22][C:21]([C:24](=[NH:41])[NH2:25])=[CH:20][CH:19]=4)=[N:15][C:11]=3[CH:10]=2)=[O:8])[CH2:2][CH2:3][CH2:4][CH2:5]1. The catalyst class is: 8. (4) Reactant: O[Li:2].O.C[O:5][C:6](=[O:46])[CH2:7][C:8]1[C:9]([CH2:14][CH2:15][C:16]2[C:21]([C:22]([F:25])([F:24])[F:23])=[CH:20][N:19]=[C:18]([NH:26][C:27]3[CH:32]=[CH:31][C:30]([CH:33]4[CH2:38][CH2:37][N:36]([C:39]([O:41][C:42]([CH3:45])([CH3:44])[CH3:43])=[O:40])[CH2:35][CH2:34]4)=[CH:29][CH:28]=3)[N:17]=2)=[N:10][CH:11]=[CH:12][CH:13]=1. Product: [C:42]([O:41][C:39]([N:36]1[CH2:35][CH2:34][CH:33]([C:30]2[CH:31]=[CH:32][C:27]([NH:26][C:18]3[N:17]=[C:16]([CH2:15][CH2:14][C:9]4[C:8]([CH2:7][C:6]([O-:46])=[O:5])=[CH:13][CH:12]=[CH:11][N:10]=4)[C:21]([C:22]([F:23])([F:24])[F:25])=[CH:20][N:19]=3)=[CH:28][CH:29]=2)[CH2:38][CH2:37]1)=[O:40])([CH3:45])([CH3:43])[CH3:44].[Li+:2]. The catalyst class is: 278. (5) Reactant: Cl.[CH3:2][O:3][C:4]1[CH:5]=[C:6]([CH:11]=[CH:12][C:13]=1[C:14]1[O:18][C:17]([CH3:19])=[N:16][CH:15]=1)[C:7]([NH:9][NH2:10])=[O:8].[Cl:20][CH2:21][CH2:22][CH2:23][CH:24]([C:28]1[CH:33]=[CH:32][CH:31]=[C:30]([C:34]([F:37])([F:36])[F:35])[CH:29]=1)[C:25](O)=[O:26].C(N(CC)CC)C.P(C#N)(OCC)(OCC)=O. Product: [Cl:20][CH2:21][CH2:22][CH2:23][CH:24]([C:28]1[CH:33]=[CH:32][CH:31]=[C:30]([C:34]([F:35])([F:36])[F:37])[CH:29]=1)[C:25]([NH:10][NH:9][C:7](=[O:8])[C:6]1[CH:11]=[CH:12][C:13]([C:14]2[O:18][C:17]([CH3:19])=[N:16][CH:15]=2)=[C:4]([O:3][CH3:2])[CH:5]=1)=[O:26]. The catalyst class is: 18. (6) Product: [C:1]([NH:9][CH:10]([CH2:15][C:16]1[CH:21]=[CH:20][CH:19]=[C:18]([C:22]2[S:27][C:26]3[CH:28]=[CH:29][CH:30]=[CH:31][C:25]=3[C:24](=[O:32])[N:23]=2)[CH:17]=1)[C:11]([O:13][CH3:14])=[O:12])(=[O:8])[C:2]1[CH:7]=[CH:6][CH:5]=[CH:4][CH:3]=1. The catalyst class is: 113. Reactant: [C:1]([NH:9][CH:10]([CH2:15][C:16]1[CH:21]=[CH:20][CH:19]=[C:18]([C:22]#[N:23])[CH:17]=1)[C:11]([O:13][CH3:14])=[O:12])(=[O:8])[C:2]1[CH:7]=[CH:6][CH:5]=[CH:4][CH:3]=1.[C:24](OC)(=[O:32])[C:25]1[C:26](=[CH:28][CH:29]=[CH:30][CH:31]=1)[SH:27].C(N(CC)CC)C. (7) Reactant: [C:1]([C:3]1[C:4]([C:25]2[CH:30]=[CH:29][C:28]([OH:31])=[CH:27][CH:26]=2)=[N:5][N:6]2[CH:11]([C:12]3[CH:17]=[CH:16][CH:15]=[CH:14][C:13]=3[NH:18][C:19](=[O:24])[C:20]([F:23])([F:22])[F:21])[CH2:10][CH2:9][NH:8][C:7]=12)#[N:2].[F:32][C:33]1[CH:38]=[CH:37][C:36](B(O)O)=[CH:35][CH:34]=1. Product: [C:1]([C:3]1[C:4]([C:25]2[CH:30]=[CH:29][C:28]([O:31][C:36]3[CH:37]=[CH:38][C:33]([F:32])=[CH:34][CH:35]=3)=[CH:27][CH:26]=2)=[N:5][N:6]2[CH:11]([C:12]3[CH:17]=[CH:16][CH:15]=[CH:14][C:13]=3[NH:18][C:19](=[O:24])[C:20]([F:22])([F:21])[F:23])[CH2:10][CH2:9][NH:8][C:7]=12)#[N:2]. The catalyst class is: 749. (8) Reactant: [CH3:1][O:2][C:3]([C:5]1[S:6][C:7]([C:14]([OH:16])=O)=[CH:8][C:9]=1[C:10]([F:13])([F:12])[F:11])=[O:4].C(N(CC)CC)C.C(Cl)CCl.C1C=CC2N(O)N=NC=2C=1.[NH:38]1[C:46]2[C:41](=[C:42]([CH2:47][NH2:48])[CH:43]=[CH:44][CH:45]=2)[CH:40]=[CH:39]1. Product: [CH3:1][O:2][C:3]([C:5]1[S:6][C:7]([C:14](=[O:16])[NH:48][CH2:47][C:42]2[CH:43]=[CH:44][CH:45]=[C:46]3[C:41]=2[CH:40]=[CH:39][NH:38]3)=[CH:8][C:9]=1[C:10]([F:11])([F:12])[F:13])=[O:4]. The catalyst class is: 3.